From a dataset of Full USPTO retrosynthesis dataset with 1.9M reactions from patents (1976-2016). Predict the reactants needed to synthesize the given product. (1) Given the product [Cl:1][C:2]1[N:10]=[CH:9][C:8]([Cl:11])=[CH:7][C:3]=1[C:4]([NH:26][C:24](=[NH:25])[CH2:23][O:22][CH2:21][CH2:20][C:17]1[CH:18]=[CH:19][C:14]([F:13])=[CH:15][CH:16]=1)=[O:6], predict the reactants needed to synthesize it. The reactants are: [Cl:1][C:2]1[N:10]=[CH:9][C:8]([Cl:11])=[CH:7][C:3]=1[C:4]([OH:6])=O.Cl.[F:13][C:14]1[CH:19]=[CH:18][C:17]([CH2:20][CH2:21][O:22][CH2:23][C:24]([NH2:26])=[NH:25])=[CH:16][CH:15]=1.CN(C(ON1N=NC2C=CC=CC1=2)=[N+](C)C)C.[B-](F)(F)(F)F.CCN(C(C)C)C(C)C. (2) Given the product [Br:1][C:2]1[C:9]([O:10][CH3:11])=[C:8]([O:12][CH3:13])[CH:7]=[C:6]([N+:20]([O-:21])=[O:19])[C:3]=1[C:4]#[N:5], predict the reactants needed to synthesize it. The reactants are: [Br:1][C:2]1[C:9]([O:10][CH3:11])=[C:8]([O:12][CH3:13])[CH:7]=[CH:6][C:3]=1[C:4]#[N:5].F[B-](F)(F)F.[O:19]=[N+:20]=[O:21]. (3) Given the product [CH:15]1([N:4]2[C:5]3[CH:10]=[CH:9][CH:8]=[CH:7][C:6]=3[O:1][CH2:2][CH2:3]2)[CH2:12][CH2:11]1, predict the reactants needed to synthesize it. The reactants are: [O:1]1[C:6]2[CH:7]=[CH:8][CH:9]=[CH:10][C:5]=2[NH:4][CH2:3][CH2:2]1.[CH3:11][C:12]([CH3:15])([O-])C.[K+].BrC1CC1. (4) Given the product [Cl:25][C:26]1[CH:33]=[CH:32][C:29]([CH2:30][NH:31][C:20]([C:3]2[CH:4]=[N:5][C:6]3[C:11]([C:2]=2[OH:1])=[CH:10][C:9]([CH2:12][CH:13]2[CH2:14][CH2:15][O:16][CH2:17][CH2:18]2)=[CH:8][C:7]=3[I:19])=[O:21])=[CH:28][CH:27]=1, predict the reactants needed to synthesize it. The reactants are: [OH:1][C:2]1[C:11]2[C:6](=[C:7]([I:19])[CH:8]=[C:9]([CH2:12][CH:13]3[CH2:18][CH2:17][O:16][CH2:15][CH2:14]3)[CH:10]=2)[N:5]=[CH:4][C:3]=1[C:20](OCC)=[O:21].[Cl:25][C:26]1[CH:33]=[CH:32][C:29]([CH2:30][NH2:31])=[CH:28][CH:27]=1. (5) Given the product [O:18]1[CH:19]=[CH:20][CH:21]=[C:17]1[C:8]1[C:7]([CH3:22])=[CH:6][C:5]2[C:10](=[CH:11][CH:12]=[C:3]([O:2][CH3:1])[CH:4]=2)[C:9]=1[O:13][C:14]1[CH:38]=[CH:37][C:34]([CH:35]=[O:36])=[CH:33][CH:32]=1, predict the reactants needed to synthesize it. The reactants are: [CH3:1][O:2][C:3]1[CH:4]=[C:5]2[C:10](=[CH:11][CH:12]=1)[C:9]([O:13][CH2:14]OC)=[C:8]([C:17]1[O:18][CH:19]=[CH:20][CH:21]=1)[C:7]([CH3:22])=[CH:6]2.Cl.O1CCOCC1.FC1[CH:38]=[CH:37][C:34]([CH:35]=[O:36])=[CH:33][CH:32]=1.C([O-])([O-])=O.[Cs+].[Cs+]. (6) Given the product [F:24][C:8]1[CH:7]=[C:6]([CH:3]2[CH2:4][CH2:5][O:1][CH2:2]2)[CH:11]=[C:10]([F:12])[C:9]=1[C:13]1[N:18]=[C:17]([C:19]([O:21][CH3:22])=[O:20])[CH:16]=[CH:15][C:14]=1[F:23], predict the reactants needed to synthesize it. The reactants are: [O:1]1[CH2:5][CH2:4][C:3]([C:6]2[CH:11]=[C:10]([F:12])[C:9]([C:13]3[N:18]=[C:17]([C:19]([O:21][CH3:22])=[O:20])[CH:16]=[CH:15][C:14]=3[F:23])=[C:8]([F:24])[CH:7]=2)=[CH:2]1.O1CC=C(C2C=C(F)C(C3N=C(C(OC)=O)C=CC=3F)=C(F)C=2)C1. (7) Given the product [C:24]([O:28][C:29]([CH2:30][O:23][C:19]1[CH:18]=[C:17]([C:15](=[O:16])[CH2:14][CH2:13][C:7]2[CH:8]=[CH:9][C:10]([O:11][CH3:12])=[C:5]([O:4][CH3:3])[CH:6]=2)[CH:22]=[CH:21][CH:20]=1)=[O:32])([CH3:27])([CH3:26])[CH3:25], predict the reactants needed to synthesize it. The reactants are: [H-].[Na+].[CH3:3][O:4][C:5]1[CH:6]=[C:7]([CH2:13][CH2:14][C:15]([C:17]2[CH:22]=[CH:21][CH:20]=[C:19]([OH:23])[CH:18]=2)=[O:16])[CH:8]=[CH:9][C:10]=1[O:11][CH3:12].[C:24]([O:28][C:29](=[O:32])[CH2:30]Br)([CH3:27])([CH3:26])[CH3:25]. (8) Given the product [O:21]([C:2]1[CH:10]=[C:9]([C:11]([F:14])([F:13])[F:12])[CH:8]=[CH:7][C:3]=1[C:4]([OH:6])=[O:5])[C:15]1[CH:20]=[CH:19][CH:18]=[CH:17][CH:16]=1, predict the reactants needed to synthesize it. The reactants are: F[C:2]1[CH:10]=[C:9]([C:11]([F:14])([F:13])[F:12])[CH:8]=[CH:7][C:3]=1[C:4]([OH:6])=[O:5].[C:15]1([OH:21])[CH:20]=[CH:19][CH:18]=[CH:17][CH:16]=1.C([O-])([O-])=O.[Cs+].[Cs+]. (9) Given the product [Cl:1][C:2]1[CH:30]=[CH:29][C:5]([CH2:6][N:7]2[C:12](=[O:13])[C:11]([CH2:14][N:32]([CH3:33])[CH3:31])=[CH:10][C:9]([C:20]3[CH:25]=[CH:24][C:23]([O:26][CH3:27])=[C:22]([F:28])[CH:21]=3)=[N:8]2)=[CH:4][CH:3]=1, predict the reactants needed to synthesize it. The reactants are: [Cl:1][C:2]1[CH:30]=[CH:29][C:5]([CH2:6][N:7]2[C:12](=[O:13])[C:11]([CH2:14]OS(C)(=O)=O)=[CH:10][C:9]([C:20]3[CH:25]=[CH:24][C:23]([O:26][CH3:27])=[C:22]([F:28])[CH:21]=3)=[N:8]2)=[CH:4][CH:3]=1.[CH3:31][NH:32][CH3:33]. (10) Given the product [Cl:1][C:2]1[CH:3]=[CH:4][C:5]([N:30]2[CH:34]=[N:33][N:32]=[N:31]2)=[C:6]([C:8]2[CH:16]=[C:15]3[N:11]([C@H:12]([C:17]4[NH:18][C:19]([C:22]5[CH:27]=[CH:26][C:25](=[O:37])[NH:24][CH:23]=5)=[CH:20][N:21]=4)[CH2:13][CH2:14]3)[C:10](=[O:29])[CH:9]=2)[CH:7]=1, predict the reactants needed to synthesize it. The reactants are: [Cl:1][C:2]1[CH:3]=[CH:4][C:5]([N:30]2[CH:34]=[N:33][N:32]=[N:31]2)=[C:6]([C:8]2[CH:16]=[C:15]3[N:11]([C@H:12]([C:17]4[NH:18][C:19]([C:22]5[CH:23]=[N:24][C:25](F)=[CH:26][CH:27]=5)=[CH:20][N:21]=4)[CH2:13][CH2:14]3)[C:10](=[O:29])[CH:9]=2)[CH:7]=1.Cl.C(=O)([O-])[OH:37].[Na+].